This data is from Forward reaction prediction with 1.9M reactions from USPTO patents (1976-2016). The task is: Predict the product of the given reaction. (1) Given the reactants [Br:1][C:2]1[CH:7]=[CH:6][C:5]([C:8]2[N:9]=[C:10]([N:13]3[CH2:18][CH2:17][CH:16]([C:19]#[N:20])[CH2:15][CH2:14]3)[S:11][CH:12]=2)=[CH:4][CH:3]=1.[N-:21]=[N+:22]=[N-:23].[Na+], predict the reaction product. The product is: [NH:21]1[C:19]([CH:16]2[CH2:15][CH2:14][N:13]([C:10]3[S:11][CH:12]=[C:8]([C:5]4[CH:6]=[CH:7][C:2]([Br:1])=[CH:3][CH:4]=4)[N:9]=3)[CH2:18][CH2:17]2)=[N:20][N:23]=[N:22]1. (2) Given the reactants [Br:1][C:2]1[C:3]([N+:9]([O-:11])=[O:10])=[C:4]([CH:6]=[CH:7][CH:8]=1)[NH2:5].[CH3:12][C:13]([CH3:15])=O.Cl.C([BH3-])#N.[Na+], predict the reaction product. The product is: [Br:1][C:2]1[C:3]([N+:9]([O-:11])=[O:10])=[C:4]([CH:6]=[CH:7][CH:8]=1)[NH:5][CH:13]([CH3:15])[CH3:12]. (3) Given the reactants [CH2:1]([N:3]([CH2:6][C:7]1[S:11][C:10]([C:12]([OH:14])=O)=[CH:9][C:8]=1[CH3:15])[CH2:4][CH3:5])[CH3:2].[OH:16][C:17]1[CH:26]=[CH:25][C:20]([C:21]([NH:23]O)=[NH:22])=[C:19]([O:27][CH3:28])[CH:18]=1, predict the reaction product. The product is: [CH2:4]([N:3]([CH2:6][C:7]1[S:11][C:10]([C:12]2[O:14][N:23]=[C:21]([C:20]3[CH:25]=[CH:26][C:17]([OH:16])=[CH:18][C:19]=3[O:27][CH3:28])[N:22]=2)=[CH:9][C:8]=1[CH3:15])[CH2:1][CH3:2])[CH3:5]. (4) The product is: [F:1][C:2]1[CH:3]=[C:4]([CH:17]=[CH:18][CH:19]=1)[CH2:5][NH:6][C:7](=[O:8])[NH:9][C:10]1[S:11][CH:12]=[C:13]([CH2:15][O:20][C:21]2[C:22]([C:27]([O:29][CH3:30])=[O:28])=[N:23][CH:24]=[CH:25][N:26]=2)[N:14]=1. Given the reactants [F:1][C:2]1[CH:3]=[C:4]([CH:17]=[CH:18][CH:19]=1)[CH2:5][NH:6][C:7]([NH:9][C:10]1[S:11][CH:12]=[C:13]([CH2:15]I)[N:14]=1)=[O:8].[OH:20][C:21]1[C:22]([C:27]([O:29][CH3:30])=[O:28])=[N:23][CH:24]=[CH:25][N:26]=1.C([O-])([O-])=O.[K+].[K+].O, predict the reaction product. (5) Given the reactants [CH:1]([C:4]1[CH:8]=[C:7]([CH:9]([CH3:11])[CH3:10])[NH:6][C:5]=1[C:12]([OH:14])=O)([CH3:3])[CH3:2].[NH2:15][C:16]1[CH:25]=[CH:24][C:19]([C:20]([O:22]C)=[O:21])=[CH:18][CH:17]=1, predict the reaction product. The product is: [CH:1]([C:4]1[CH:8]=[C:7]([CH:9]([CH3:10])[CH3:11])[NH:6][C:5]=1[C:12]([NH:15][C:16]1[CH:25]=[CH:24][C:19]([C:20]([OH:22])=[O:21])=[CH:18][CH:17]=1)=[O:14])([CH3:2])[CH3:3]. (6) Given the reactants C([O:5][C:6](=[O:39])[C:7]1[CH:12]=[CH:11][CH:10]=[C:9]([CH2:13][CH:14]([NH:28][C:29](=[O:38])[CH2:30][CH2:31][CH2:32][NH:33][S:34]([CH3:37])(=[O:36])=[O:35])[B:15]2[O:23]C3C(C)(C4CC(C3)C4(C)C)[O:16]2)[CH:8]=1)(C)(C)C.B(Br)(Br)Br, predict the reaction product. The product is: [OH:23][B:15]1[C@@H:14]([NH:28][C:29](=[O:38])[CH2:30][CH2:31][CH2:32][NH:33][S:34]([CH3:37])(=[O:35])=[O:36])[CH2:13][C:9]2[CH:10]=[CH:11][CH:12]=[C:7]([C:6]([OH:5])=[O:39])[C:8]=2[O:16]1. (7) Given the reactants [CH2:1]([O:8][CH2:9][C@@H:10]1[O:18][CH2:17][C@:13]2([C:19]3[CH:24]=[C:23]([Br:25])[C:22]([F:26])=[CH:21][C:20]=3[F:27])[NH:14][O:15][CH2:16][C@@H:12]2[CH2:11]1)[C:2]1[CH:7]=[CH:6][CH:5]=[CH:4][CH:3]=1.[I-].[Sm+3].[I-].[I-].O.O.O.O.O.S([O-])([O-])(=O)=S.[Na+].[Na+], predict the reaction product. The product is: [NH2:14][C@@:13]1([C:19]2[CH:24]=[C:23]([Br:25])[C:22]([F:26])=[CH:21][C:20]=2[F:27])[CH2:17][O:18][C@@H:10]([CH2:9][O:8][CH2:1][C:2]2[CH:7]=[CH:6][CH:5]=[CH:4][CH:3]=2)[CH2:11][C@H:12]1[CH2:16][OH:15].